Dataset: Forward reaction prediction with 1.9M reactions from USPTO patents (1976-2016). Task: Predict the product of the given reaction. (1) Given the reactants [Cl:1][C:2]1[C:11]2[C:10]([O:12][CH3:13])=[CH:9][CH:8]=[C:7]([S:14]([OH:17])(=[O:16])=O)[C:6]=2[CH:5]=[CH:4][N:3]=1.C[N:19]([CH:21]=O)[CH3:20], predict the reaction product. The product is: [Cl:1][C:2]1[C:11]2[C:10]([O:12][CH3:13])=[CH:9][CH:8]=[C:7]([S:14]([N:3]3[CH2:2][CH2:11][CH2:21][NH:19][CH2:20][CH2:4]3)(=[O:16])=[O:17])[C:6]=2[CH:5]=[CH:4][N:3]=1. (2) Given the reactants [C:1]1(=O)[C:13]2[C:5]([C:6]3[C:11]([CH:12]=2)=[CH:10][CH:9]=[CH:8][CH:7]=3)=[CH:4][CH:3]=[CH:2]1.[NH3:15].[ClH:16], predict the reaction product. The product is: [ClH:16].[C:1]1(=[NH:15])[C:13]2[C:5]([C:6]3[C:11]([CH:12]=2)=[CH:10][CH:9]=[CH:8][CH:7]=3)=[CH:4][CH:3]=[CH:2]1. (3) The product is: [CH:1]1([C@H:6]([OH:22])[C@H:7]([N:11]2[C:19](=[O:20])[C:18]3[C:13](=[CH:14][CH:15]=[CH:16][CH:17]=3)[C:12]2=[O:21])[CH2:8][N:9]([CH3:10])[C:37]([O:39][C:40]([CH3:41])([CH3:42])[CH3:43])=[O:38])[CH2:5][CH2:4][CH2:3][CH2:2]1. Given the reactants [CH:1]1([C@H:6]([OH:22])[C@H:7]([N:11]2[C:19](=[O:20])[C:18]3[C:13](=[CH:14][CH:15]=[CH:16][CH:17]=3)[C:12]2=[O:21])[CH2:8][NH:9][CH3:10])[CH2:5][CH2:4][CH2:3][CH2:2]1.C([O-])([O-])=O.[K+].[K+].[CH3:41][C:40]([O:39][C:37](O[C:37]([O:39][C:40]([CH3:43])([CH3:42])[CH3:41])=[O:38])=[O:38])([CH3:43])[CH3:42], predict the reaction product. (4) Given the reactants [CH:1]([C:3]1[CH:8]=[CH:7][C:6]([NH:9][C:10](=[O:12])[CH3:11])=[C:5](I)[CH:4]=1)=[O:2].[CH2:14]([OH:18])[CH2:15][C:16]#[CH:17], predict the reaction product. The product is: [CH:1]([C:3]1[CH:8]=[CH:7][C:6]([NH:9][C:10](=[O:12])[CH3:11])=[C:5]([C:17]#[C:16][CH2:15][CH2:14][OH:18])[CH:4]=1)=[O:2]. (5) Given the reactants [CH3:1][C:2](=[N:4][NH:5][C:6]([O:8][C:9]([CH3:12])([CH3:11])[CH3:10])=[O:7])[CH3:3].[H][H], predict the reaction product. The product is: [CH:2]([NH:4][NH:5][C:6]([O:8][C:9]([CH3:11])([CH3:10])[CH3:12])=[O:7])([CH3:3])[CH3:1].